From a dataset of Reaction yield outcomes from USPTO patents with 853,638 reactions. Predict the reaction yield, written as a fraction of the theoretical maximum amount of product (1.0 means a 100% yield; for example, 0.34 means a 34% yield). (1) The reactants are [Br:1][C:2]1[CH:3]=[CH:4][C:5]([O:9][CH3:10])=[C:6]([OH:8])[CH:7]=1.C(=O)([O-])[O-].[K+].[K+].[CH:17](I)([CH3:19])[CH3:18]. The catalyst is CN(C=O)C.C(OCC)(=O)C. The product is [Br:1][C:2]1[CH:3]=[CH:4][C:5]([O:9][CH3:10])=[C:6]([O:8][CH:17]([CH3:19])[CH3:18])[CH:7]=1. The yield is 0.820. (2) The reactants are [F:1][C:2]1[CH:7]=[C:6]([F:8])[CH:5]=[CH:4][C:3]=1[C:9]1[CH:20]=[C:13]([C:14]([O:16][CH2:17][CH2:18][CH3:19])=[O:15])[C:12]([OH:21])=[CH:11][CH:10]=1.Cl[C:23]1[C:32]2[C:27](=[CH:28][C:29]([O:35][CH3:36])=[C:30]([O:33][CH3:34])[CH:31]=2)[N:26]=[CH:25][CH:24]=1. The catalyst is CN(C)C1C=CN=CC=1.ClC1C=CC=CC=1Cl. The product is [CH3:34][O:33][C:30]1[CH:31]=[C:32]2[C:27](=[CH:28][C:29]=1[O:35][CH3:36])[N:26]=[CH:25][CH:24]=[C:23]2[O:21][C:12]1[CH:11]=[CH:10][C:9]([C:3]2[CH:4]=[CH:5][C:6]([F:8])=[CH:7][C:2]=2[F:1])=[CH:20][C:13]=1[C:14]([O:16][CH2:17][CH2:18][CH3:19])=[O:15]. The yield is 0.100. (3) The reactants are [F:1][C:2]1[CH:3]=[C:4]([CH:7]=[CH:8][C:9]=1F)[C:5]#[N:6].C(=O)(O)[O-].[Na+].[CH3:16][CH2:17][C@@H:18]([NH2:21])[CH2:19][OH:20]. The catalyst is CN(C)C=O. The product is [F:1][C:2]1[CH:3]=[C:4]([CH:7]=[CH:8][C:9]=1[NH:21][CH:18]([CH2:19][OH:20])[CH2:17][CH3:16])[C:5]#[N:6]. The yield is 0.330. (4) The reactants are [Br:1][C:2]1[CH:3]=[N:4][N:5]([CH3:16])[C:6]=1[C:7]1[CH:8]=[C:9]([C:13]([OH:15])=O)[S:10][C:11]=1[CH3:12].[NH2:17][C@@H:18]([CH2:31][C:32]1[CH:37]=[CH:36][C:35]([F:38])=[CH:34][CH:33]=1)[CH2:19][N:20]1[C:28](=[O:29])[C:27]2[C:22](=[CH:23][CH:24]=[CH:25][CH:26]=2)[C:21]1=[O:30].CC(OC(N[C@H](C(O)=O)CC1C=CC=CC=1C(F)(F)F)=O)(C)C.C1CN([P+](Br)(N2CCCC2)N2CCCC2)CC1.F[P-](F)(F)(F)(F)F.CCN(C(C)C)C(C)C. The catalyst is C(Cl)(Cl)Cl. The product is [Br:1][C:2]1[CH:3]=[N:4][N:5]([CH3:16])[C:6]=1[C:7]1[CH:8]=[C:9]([C:13]([NH:17][C@@H:18]([CH2:31][C:32]2[CH:33]=[CH:34][C:35]([F:38])=[CH:36][CH:37]=2)[CH2:19][N:20]2[C:28](=[O:29])[C:27]3[C:22](=[CH:23][CH:24]=[CH:25][CH:26]=3)[C:21]2=[O:30])=[O:15])[S:10][C:11]=1[CH3:12]. The yield is 0.710. (5) The reactants are [NH2:1][C:2]1[N:25]=[C:24](Cl)[CH:23]=[CH:22][C:3]=1[C:4]([NH:6][CH2:7][C:8]1[CH:13]=[CH:12][C:11]([O:14][CH2:15][C:16]2[CH:21]=[CH:20][CH:19]=[CH:18][CH:17]=2)=[CH:10][CH:9]=1)=[O:5].[CH:27]1([NH2:30])[CH2:29][CH2:28]1. The catalyst is O1CCCC1. The product is [NH2:1][C:2]1[N:25]=[C:24]([NH:30][CH:27]2[CH2:29][CH2:28]2)[CH:23]=[CH:22][C:3]=1[C:4]([NH:6][CH2:7][C:8]1[CH:13]=[CH:12][C:11]([O:14][CH2:15][C:16]2[CH:21]=[CH:20][CH:19]=[CH:18][CH:17]=2)=[CH:10][CH:9]=1)=[O:5]. The yield is 0.140.